Dataset: Full USPTO retrosynthesis dataset with 1.9M reactions from patents (1976-2016). Task: Predict the reactants needed to synthesize the given product. (1) Given the product [C:1]([O:5][C:6]([N:8]([CH3:22])[C@H:9]([C:10]([NH:66][C@H:67]([C:71]([N:73]([C@H:74]([CH:83]([CH3:84])[CH3:85])/[CH:75]=[C:76](\[CH3:82])/[C:77]([O:79][CH2:80][CH3:81])=[O:78])[CH3:86])=[O:72])[C@H:68]([CH3:70])[OH:69])=[O:11])[C:13]([CH3:21])([CH3:14])[C:15]1[CH:16]=[CH:17][CH:18]=[CH:19][CH:20]=1)=[O:7])([CH3:3])([CH3:4])[CH3:2], predict the reactants needed to synthesize it. The reactants are: [C:1]([O:5][C:6]([N:8]([CH3:22])[C@@H:9]([C:13]([CH3:21])([C:15]1[CH:20]=[CH:19][CH:18]=[CH:17][CH:16]=1)[CH3:14])[C:10](O)=[O:11])=[O:7])([CH3:4])([CH3:3])[CH3:2].F[P-](F)(F)(F)(F)F.N1(O[P+](N2CCCC2)(N2CCCC2)N2CCCC2)C2C=CC=CC=2N=N1.C(N(C(C)C)CC)(C)C.Cl.[NH2:66][C@H:67]([C:71]([N:73]([CH3:86])[C@@H:74]([CH:83]([CH3:85])[CH3:84])/[CH:75]=[C:76](\[CH3:82])/[C:77]([O:79][CH2:80][CH3:81])=[O:78])=[O:72])[C@H:68]([CH3:70])[OH:69]. (2) The reactants are: [F:1][C:2]1[CH:7]=[C:6]([F:8])[CH:5]=[CH:4][C:3]=1[C@@H:9]1[CH2:13][O:12][C:11](=[O:14])[N:10]1[C:15]1[CH:20]=[CH:19][N:18]2[N:21]=[CH:22][C:23]([C:24]3[CH:29]=[CH:28][C:27]([C:30]4[N:34]=[CH:33][N:32](COCC[Si](C)(C)C)[N:31]=4)=[C:26]([F:43])[CH:25]=3)=[C:17]2[N:16]=1.FC1C=C(F)C=CC=1[C@@H]1COC(=O)N1C1C=CN2N=CC(C3C=CC(C4N(COCC[Si](C)(C)C)N=CN=4)=C(F)C=3)=C2N=1. Given the product [F:1][C:2]1[CH:7]=[C:6]([F:8])[CH:5]=[CH:4][C:3]=1[C@@H:9]1[CH2:13][O:12][C:11](=[O:14])[N:10]1[C:15]1[CH:20]=[CH:19][N:18]2[N:21]=[CH:22][C:23]([C:24]3[CH:29]=[CH:28][C:27]([C:30]4[N:34]=[CH:33][NH:32][N:31]=4)=[C:26]([F:43])[CH:25]=3)=[C:17]2[N:16]=1, predict the reactants needed to synthesize it. (3) The reactants are: [CH2:1]1[C:10]2[C:5](=[C:6]([CH2:11][OH:12])[CH:7]=[CH:8][CH:9]=2)[CH2:4][CH2:3][C:2]21[O:16][CH2:15][CH2:14][O:13]2.[CH3:17][O:18][C:19]1[CH:24]=[CH:23][C:22](O)=[CH:21][CH:20]=1.C1C=CC(P(C2C=CC=CC=2)C2C=CC=CC=2)=CC=1.CCOC(/N=N/C(OCC)=O)=O. Given the product [CH3:17][O:18][C:19]1[CH:24]=[CH:23][C:22]([O:12][CH2:11][C:6]2[CH:7]=[CH:8][CH:9]=[C:10]3[C:5]=2[CH2:4][CH2:3][C:2]2([O:13][CH2:14][CH2:15][O:16]2)[CH2:1]3)=[CH:21][CH:20]=1, predict the reactants needed to synthesize it. (4) Given the product [CH3:1][N:8]1[CH2:13][CH2:12][O:11][CH2:10][CH:9]1[CH2:14][N:32]1[CH2:37][CH2:36][NH:35][CH2:34][CH2:33]1, predict the reactants needed to synthesize it. The reactants are: [CH2:1]([N:8]1[CH2:13][CH2:12][O:11][CH2:10][CH:9]1[CH2:14]O)C1C=CC=CC=1.C(N(CC)CC)C.CS(OS(C)(=O)=O)(=O)=O.[N:32]1(C(OC(C)(C)C)=O)[CH2:37][CH2:36][NH:35][CH2:34][CH2:33]1.C(=O)([O-])[O-].[Na+].[Na+]. (5) Given the product [CH3:2][N:3]([CH3:4])[C:34](=[O:35])[C:33]1[CH:38]=[CH:39][CH:40]=[C:31]([CH2:30][N:22]([C:18]2[CH:19]=[CH:20][CH:21]=[C:16]([O:9][C:10]3[CH:15]=[CH:14][CH:13]=[CH:12][CH:11]=3)[CH:17]=2)[CH2:23][CH:24]([OH:29])[C:25]([F:28])([F:27])[F:26])[CH:32]=1, predict the reactants needed to synthesize it. The reactants are: Cl.[CH3:2][NH:3][CH3:4].C[Al](C)C.[O:9]([C:16]1[CH:17]=[C:18]([N:22]([CH2:30][C:31]2[CH:32]=[C:33]([CH:38]=[CH:39][CH:40]=2)[C:34](OC)=[O:35])[CH2:23][CH:24]([OH:29])[C:25]([F:28])([F:27])[F:26])[CH:19]=[CH:20][CH:21]=1)[C:10]1[CH:15]=[CH:14][CH:13]=[CH:12][CH:11]=1.CN([Al]CCl)C. (6) Given the product [NH2:23][C:3]1[C:2]([C:25]2[S:24][CH:28]=[CH:27][CH:26]=2)=[CH:7][N:6]=[C:5]([N:8]2[CH2:13][CH2:12][N:11]([C:14]([O:16][C:17]([CH3:20])([CH3:19])[CH3:18])=[O:15])[CH2:10][CH2:9]2)[N:4]=1, predict the reactants needed to synthesize it. The reactants are: Br[C:2]1[C:3]2[N:4](N=N[N:23]=2)[C:5]([N:8]2[CH2:13][CH2:12][N:11]([C:14]([O:16][C:17]([CH3:20])([CH3:19])[CH3:18])=[O:15])[CH2:10][CH2:9]2)=[N:6][CH:7]=1.[S:24]1[CH:28]=[CH:27][CH:26]=[C:25]1B(O)O.CC(C)([O-])C.[K+].O1CCOCC1.